From a dataset of Full USPTO retrosynthesis dataset with 1.9M reactions from patents (1976-2016). Predict the reactants needed to synthesize the given product. The reactants are: [CH3:1][O:2][C:3]1[CH:8]=[CH:7][NH:6][C:5](=[O:9])[C:4]=1[C:10]#[N:11].[C:29]1(P([C:25]2[CH:30]=[CH:29][CH:28]=[CH:27]C=2)[C:29]2[CH:30]=[CH:25]C=[CH:27][CH:28]=2)[CH:30]=[CH:25]C=[CH:27][CH:28]=1.C1(C(O)C)CC1.N(C(OCCOC)=O)=NC(OCCOC)=O. Given the product [CH:29]1([CH:28]([N:6]2[CH:7]=[CH:8][C:3]([O:2][CH3:1])=[C:4]([C:10]#[N:11])[C:5]2=[O:9])[CH3:27])[CH2:30][CH2:25]1, predict the reactants needed to synthesize it.